Task: Predict the reactants needed to synthesize the given product.. Dataset: Full USPTO retrosynthesis dataset with 1.9M reactions from patents (1976-2016) Given the product [CH2:15]([O:22][C:23]1[CH:28]=[C:27]([N:5]2[CH2:6][C@@H:1]3[CH2:7][C@H:4]2[CH2:3][N:2]3[C:8]([O:10][C:11]([CH3:14])([CH3:13])[CH3:12])=[O:9])[CH:26]=[N:25][CH:24]=1)[C:16]1[CH:17]=[CH:18][CH:19]=[CH:20][CH:21]=1, predict the reactants needed to synthesize it. The reactants are: [C@H:1]12[CH2:7][C@H:4]([NH:5][CH2:6]1)[CH2:3][N:2]2[C:8]([O:10][C:11]([CH3:14])([CH3:13])[CH3:12])=[O:9].[CH2:15]([O:22][C:23]1[CH:24]=[N:25][CH:26]=[C:27](Br)[CH:28]=1)[C:16]1[CH:21]=[CH:20][CH:19]=[CH:18][CH:17]=1.